This data is from Reaction yield outcomes from USPTO patents with 853,638 reactions. The task is: Predict the reaction yield, written as a fraction of the theoretical maximum amount of product (1.0 means a 100% yield; for example, 0.34 means a 34% yield). (1) The reactants are [Br:1][CH2:2][CH2:3][CH2:4][CH2:5][CH2:6][C:7]([CH3:11])([CH3:10])[CH2:8][OH:9].[O:12]1[CH:17]=[CH:16][CH2:15][CH2:14][CH2:13]1. The catalyst is ClCCl.C1(C)C=CC(S(O)(=O)=O)=CC=1. The product is [Br:1][CH2:2][CH2:3][CH2:4][CH2:5][CH2:6][C:7]([CH3:11])([CH3:10])[CH2:8][O:9][CH:13]1[CH2:14][CH2:15][CH2:16][CH2:17][O:12]1. The yield is 0.480. (2) The reactants are [C:1]1([Mg]Br)[CH:6]=[CH:5][CH:4]=[CH:3][CH:2]=1.[N:9]12[CH2:16][CH2:15][CH:12]([CH2:13][CH2:14]1)[C@@H:11]([O:17][C:18](=[O:26])[C:19](=[O:25])[C:20]1[O:21][CH:22]=[CH:23][CH:24]=1)[CH2:10]2.[Cl-].[NH4+].CCOCC. The catalyst is C1COCC1.N#N. The product is [N:9]12[CH2:16][CH2:15][CH:12]([CH2:13][CH2:14]1)[C@@H:11]([O:17][C:18](=[O:26])[C:19]([C:20]1[O:21][CH:22]=[CH:23][CH:24]=1)([OH:25])[C:1]1[CH:6]=[CH:5][CH:4]=[CH:3][CH:2]=1)[CH2:10]2. The yield is 0.400. (3) The reactants are [Cl:1][C:2]1[CH:7]=[C:6]2[NH:8][C:9](=[O:30])[C:10]3([CH:15]([C:16]4[CH:21]=[CH:20][CH:19]=[C:18]([Cl:22])[CH:17]=4)[CH2:14][C:13](=[N:23][NH2:24])[NH:12][CH:11]3[C:25](=[CH2:29])[CH2:26][CH2:27][CH3:28])[C:5]2=[CH:4][CH:3]=1.[CH:31](O)=O. No catalyst specified. The product is [Cl:1][C:2]1[CH:7]=[C:6]2[NH:8][C:9](=[O:30])[C:10]3([CH:11]([C:25](=[CH2:29])[CH2:26][CH2:27][CH3:28])[N:12]4[CH:31]=[N:24][N:23]=[C:13]4[CH2:14][CH:15]3[C:16]3[CH:21]=[CH:20][CH:19]=[C:18]([Cl:22])[CH:17]=3)[C:5]2=[CH:4][CH:3]=1. The yield is 0.750.